Dataset: Catalyst prediction with 721,799 reactions and 888 catalyst types from USPTO. Task: Predict which catalyst facilitates the given reaction. (1) Reactant: [C:1]([O:5][C:6](=[O:9])[NH:7][CH3:8])([CH3:4])([CH3:3])[CH3:2].[H-].[Na+].[CH3:12][O:13][C:14](=[O:27])[C:15]1[C:16](=[C:21]([CH2:25]Br)[CH:22]=[CH:23][CH:24]=1)[C:17]([O:19][CH3:20])=[O:18]. Product: [CH3:12][O:13][C:14](=[O:27])[C:15]1[C:16](=[C:21]([CH2:25][N:7]([C:6]([O:5][C:1]([CH3:4])([CH3:3])[CH3:2])=[O:9])[CH3:8])[CH:22]=[CH:23][CH:24]=1)[C:17]([O:19][CH3:20])=[O:18]. The catalyst class is: 3. (2) Reactant: [CH:1]1([C:6]2[CH:15]=[C:14]3[C:9]([C@@H:10]([OH:18])[CH2:11][C:12]([CH3:17])([CH3:16])[O:13]3)=[C:8]([C:19]3[CH:24]=[CH:23][C:22]([F:25])=[CH:21][CH:20]=3)[C:7]=2[C:26]([C:28]2[CH:33]=[CH:32][C:31]([C:34]([F:37])([F:36])[F:35])=[CH:30][CH:29]=2)=[O:27])[CH2:5][CH2:4][CH2:3][CH2:2]1.C1(C)C=CC=CC=1.[H-].C([Al+]CC(C)C)C(C)C.C(C(C(C([O-])=O)O)O)([O-])=O.[Na+].[K+]. Product: [CH:1]1([C:6]2[CH:15]=[C:14]3[C:9]([C@@H:10]([OH:18])[CH2:11][C:12]([CH3:16])([CH3:17])[O:13]3)=[C:8]([C:19]3[CH:24]=[CH:23][C:22]([F:25])=[CH:21][CH:20]=3)[C:7]=2[C@H:26]([OH:27])[C:28]2[CH:29]=[CH:30][C:31]([C:34]([F:37])([F:35])[F:36])=[CH:32][CH:33]=2)[CH2:2][CH2:3][CH2:4][CH2:5]1. The catalyst class is: 6.